This data is from Reaction yield outcomes from USPTO patents with 853,638 reactions. The task is: Predict the reaction yield, written as a fraction of the theoretical maximum amount of product (1.0 means a 100% yield; for example, 0.34 means a 34% yield). The reactants are C([O:8][C:9]1[CH:14]=[CH:13][C:12]([NH:15][C:16](=[O:21])[CH2:17][C:18]([NH2:20])=[O:19])=[CH:11][CH:10]=1)C1C=CC=CC=1. The catalyst is CO.[Pd]. The product is [OH:8][C:9]1[CH:10]=[CH:11][C:12]([NH:15][C:16](=[O:21])[CH2:17][C:18]([NH2:20])=[O:19])=[CH:13][CH:14]=1. The yield is 0.990.